Predict the reactants needed to synthesize the given product. From a dataset of Full USPTO retrosynthesis dataset with 1.9M reactions from patents (1976-2016). (1) Given the product [Br:1][C:2]1[CH:7]=[CH:6][CH:5]=[C:4]([N+:8]([O-:10])=[O:9])[C:3]=1[NH:13][CH3:12], predict the reactants needed to synthesize it. The reactants are: [Br:1][C:2]1[CH:7]=[CH:6][CH:5]=[C:4]([N+:8]([O-:10])=[O:9])[C:3]=1Cl.[CH3:12][NH2:13]. (2) Given the product [C:1]([C:5]1[CH:10]=[CH:9][C:8]([S:11]([C:14](=[C:27]([S:11]([CH3:8])(=[O:13])=[O:12])[S:24]([CH3:21])(=[O:26])=[O:25])[C:15]#[N:16])(=[O:13])=[O:12])=[CH:7][CH:6]=1)([CH3:4])([CH3:2])[CH3:3], predict the reactants needed to synthesize it. The reactants are: [C:1]([C:5]1[CH:10]=[CH:9][C:8]([S:11]([CH2:14][C:15]#[N:16])(=[O:13])=[O:12])=[CH:7][CH:6]=1)([CH3:4])([CH3:3])[CH3:2].ClC1C=C[C:21]([S:24]([CH2:27]C#N)(=[O:26])=[O:25])=CC=1.